Dataset: Forward reaction prediction with 1.9M reactions from USPTO patents (1976-2016). Task: Predict the product of the given reaction. (1) Given the reactants [CH3:1][O:2][C:3]([C@@H:5]1[CH2:9][C@@H:8]([S:10]([CH2:13][CH:14]2[CH2:16][CH2:15]2)(=[O:12])=[O:11])[CH2:7][N:6]1[C:17](=S)[CH2:18][C:19](=O)[CH3:20])=[O:4].[CH:23]1([NH:27][NH2:28])[CH2:26][CH2:25][CH2:24]1, predict the reaction product. The product is: [CH3:1][O:2][C:3]([C@@H:5]1[CH2:9][C@@H:8]([S:10]([CH2:13][CH:14]2[CH2:16][CH2:15]2)(=[O:12])=[O:11])[CH2:7][N:6]1[C:17]1[N:27]([CH:23]2[CH2:26][CH2:25][CH2:24]2)[N:28]=[C:19]([CH3:20])[CH:18]=1)=[O:4]. (2) Given the reactants [F:1][C:2]1[CH:3]=[C:4]([C:15]2[CH:20]=[CH:19][CH:18]=[CH:17][C:16]=2[S:21](=[O:24])(=[O:23])[NH2:22])[CH:5]=[CH:6][C:7]=1[NH:8][C:9]([C:11]1([NH2:14])[CH2:13][CH2:12]1)=[O:10].C(N(CC)CC)C.[N+](C1C=CC([O:41][C:42](=O)[NH:43][C:44]2[CH:49]=[CH:48][C:47]([Cl:50])=[CH:46][N:45]=2)=CC=1)([O-])=O.CCOC(C)=O, predict the reaction product. The product is: [F:1][C:2]1[CH:3]=[C:4]([C:15]2[CH:20]=[CH:19][CH:18]=[CH:17][C:16]=2[S:21](=[O:24])(=[O:23])[NH2:22])[CH:5]=[CH:6][C:7]=1[NH:8][C:9]([C:11]1([NH:14][C:42]([NH:43][C:44]2[CH:49]=[CH:48][C:47]([Cl:50])=[CH:46][N:45]=2)=[O:41])[CH2:13][CH2:12]1)=[O:10]. (3) Given the reactants [CH2:1]([C:7]1[C:11]2[S:12][C:13]([C:17]([O-:19])=[O:18])=[C:14](CC)[C:10]=2[S:9][CH:8]=1)[CH2:2][CH2:3][CH2:4][CH2:5][CH3:6].C1COCC1.[Li+].[OH-].Cl, predict the reaction product. The product is: [CH2:1]([C:7]1[C:11]2[S:12][C:13]([C:17]([OH:19])=[O:18])=[CH:14][C:10]=2[S:9][CH:8]=1)[CH2:2][CH2:3][CH2:4][CH2:5][CH3:6]. (4) Given the reactants [F:1][C:2]1[CH:3]=[C:4](Br)[CH:5]=[C:6]([F:9])[C:7]=1[F:8].C(=O)([O-])[O-].[K+].[K+].[CH:17]([C:19]1[CH:24]=[CH:23][C:22](OB(O)O)=[CH:21][CH:20]=1)=[O:18], predict the reaction product. The product is: [F:1][C:2]1[CH:3]=[C:4]([C:22]2[CH:23]=[CH:24][C:19]([CH:17]=[O:18])=[CH:20][CH:21]=2)[CH:5]=[C:6]([F:9])[C:7]=1[F:8]. (5) Given the reactants [CH2:1]1[C:4]2([CH2:9][CH2:8][N:7]([C:10]([O:12][C:13]([CH3:16])([CH3:15])[CH3:14])=[O:11])[CH2:6][CH2:5]2)[CH2:3][NH:2]1.Br[C:18]1[N:23]=[CH:22][C:21]([C:24]#[N:25])=[CH:20][CH:19]=1.[O-]P([O-])([O-])=O.[K+].[K+].[K+].CC(C1C=C(C(C)C)C(C2C=CC=CC=2P(C2CCCCC2)C2CCCCC2)=C(C(C)C)C=1)C, predict the reaction product. The product is: [C:13]([O:12][C:10]([N:7]1[CH2:6][CH2:5][C:4]2([CH2:3][N:2]([C:18]3[CH:19]=[CH:20][C:21]([C:24]#[N:25])=[CH:22][N:23]=3)[CH2:1]2)[CH2:9][CH2:8]1)=[O:11])([CH3:16])([CH3:15])[CH3:14]. (6) Given the reactants [CH2:1]([CH:3]1[CH2:8][CH2:7][CH2:6][CH:5]([C:9]2[S:13][N:12]=[C:11](SC)[N:10]=2)[CH2:4]1)[CH3:2].Cl[C:17]1C=C(C=CC=1)C(OO)=O.[S:27]([O-:30])(O)=[O:28].[Na+], predict the reaction product. The product is: [CH3:17][S:27]([C:11]1[N:10]=[C:9]([CH:5]2[CH2:6][CH2:7][CH2:8][CH:3]([CH2:1][CH3:2])[CH2:4]2)[S:13][N:12]=1)(=[O:30])=[O:28]. (7) Given the reactants [O:1]1[CH2:6][CH2:5][O:4][C:3]2[CH:7]=[C:8]([C@@H:11]([O:15][C:16]3[CH:17]=[C:18]4[C:22](=[CH:23][CH:24]=3)[N:21]([C:25]3[CH:30]=[CH:29][C:28]([F:31])=[CH:27][CH:26]=3)[N:20]=[CH:19]4)[C@@H:12]([NH2:14])[CH3:13])[CH:9]=[CH:10][C:2]1=2.CCN(C(C)C)C(C)C.[CH:41]1([S:44](Cl)(=[O:46])=[O:45])[CH2:43][CH2:42]1, predict the reaction product. The product is: [O:1]1[CH2:6][CH2:5][O:4][C:3]2[CH:7]=[C:8]([C@@H:11]([O:15][C:16]3[CH:17]=[C:18]4[C:22](=[CH:23][CH:24]=3)[N:21]([C:25]3[CH:26]=[CH:27][C:28]([F:31])=[CH:29][CH:30]=3)[N:20]=[CH:19]4)[C@@H:12]([NH:14][S:44]([CH:41]3[CH2:43][CH2:42]3)(=[O:46])=[O:45])[CH3:13])[CH:9]=[CH:10][C:2]1=2. (8) Given the reactants [C:1]([O:4][C:5]1[CH:24]=[CH:23][C:8]([C:9]2[CH2:10][O:11][C:12]3[C:17]([CH:18]=2)=[CH:16][CH:15]=[C:14]([O:19][C:20](=[O:22])[CH3:21])[CH:13]=3)=[CH:7][CH:6]=1)(=[O:3])[CH3:2].[CH:25]1C=CC([C+](C2C=CC=CC=2)C2C=CC=CC=2)=C[CH:26]=1.F[P-](F)(F)(F)(F)F.[Si](C#C)(C)(C)C, predict the reaction product. The product is: [C:1]([O:4][C:5]1[CH:24]=[CH:23][C:8]([C:9]2[CH:10]([C:25]#[CH:26])[O:11][C:12]3[C:17]([CH:18]=2)=[CH:16][CH:15]=[C:14]([O:19][C:20](=[O:22])[CH3:21])[CH:13]=3)=[CH:7][CH:6]=1)(=[O:3])[CH3:2].